The task is: Predict the reactants needed to synthesize the given product.. This data is from Full USPTO retrosynthesis dataset with 1.9M reactions from patents (1976-2016). Given the product [Cl:20][C:21]1[CH:22]=[CH:23][C:24]([OH:30])=[C:25](/[C:27](=[N:17]/[NH:16][C:14](=[O:15])[C:13]2[CH:18]=[CH:19][C:10]([S:7]([N:4]3[CH2:5][CH2:6][O:1][CH2:2][CH2:3]3)(=[O:9])=[O:8])=[CH:11][CH:12]=2)/[CH3:28])[CH:26]=1, predict the reactants needed to synthesize it. The reactants are: [O:1]1[CH2:6][CH2:5][N:4]([S:7]([C:10]2[CH:19]=[CH:18][C:13]([C:14]([NH:16][NH2:17])=[O:15])=[CH:12][CH:11]=2)(=[O:9])=[O:8])[CH2:3][CH2:2]1.[Cl:20][C:21]1[CH:22]=[CH:23][C:24]([OH:30])=[C:25]([C:27](=O)[CH3:28])[CH:26]=1.